Dataset: NCI-60 drug combinations with 297,098 pairs across 59 cell lines. Task: Regression. Given two drug SMILES strings and cell line genomic features, predict the synergy score measuring deviation from expected non-interaction effect. (1) Drug 1: C(CN)CNCCSP(=O)(O)O. Drug 2: CC1C(C(CC(O1)OC2CC(CC3=C2C(=C4C(=C3O)C(=O)C5=CC=CC=C5C4=O)O)(C(=O)C)O)N)O. Cell line: KM12. Synergy scores: CSS=34.2, Synergy_ZIP=6.17, Synergy_Bliss=7.51, Synergy_Loewe=-40.6, Synergy_HSA=4.98. (2) Cell line: T-47D. Synergy scores: CSS=25.5, Synergy_ZIP=-2.94, Synergy_Bliss=-7.68, Synergy_Loewe=-9.46, Synergy_HSA=-8.90. Drug 2: CC(C1=C(C=CC(=C1Cl)F)Cl)OC2=C(N=CC(=C2)C3=CN(N=C3)C4CCNCC4)N. Drug 1: C1=C(C(=O)NC(=O)N1)F.